Dataset: Full USPTO retrosynthesis dataset with 1.9M reactions from patents (1976-2016). Task: Predict the reactants needed to synthesize the given product. Given the product [F:25][C:23]1[CH:22]=[C:21]([F:26])[CH:20]=[C:19]2[C:24]=1[C:15]([NH:14][C:4]1[C:5]([N:8]3[CH2:13][CH2:12][O:11][CH2:10][CH2:9]3)=[N:6][CH:7]=[C:2]([N:39]3[CH2:40][CH2:41][CH:36]([O:35][CH3:34])[CH2:37][CH2:38]3)[CH:3]=1)=[C:16]([CH3:33])[C:17]([C:27]1[CH:32]=[CH:31][CH:30]=[CH:29][N:28]=1)=[N:18]2, predict the reactants needed to synthesize it. The reactants are: Br[C:2]1[CH:3]=[C:4]([NH:14][C:15]2[C:24]3[C:19](=[CH:20][C:21]([F:26])=[CH:22][C:23]=3[F:25])[N:18]=[C:17]([C:27]3[CH:32]=[CH:31][CH:30]=[CH:29][N:28]=3)[C:16]=2[CH3:33])[C:5]([N:8]2[CH2:13][CH2:12][O:11][CH2:10][CH2:9]2)=[N:6][CH:7]=1.[CH3:34][O:35][CH:36]1[CH2:41][CH2:40][NH:39][CH2:38][CH2:37]1.C1(P(C2CCCCC2)C2(C(C)C)CC(C(C)C)=CC(C(C)C)=C2C2C=CC=CC=2)CCCCC1.CC(C)([O-])C.[Na+].